The task is: Binary Classification. Given a drug SMILES string, predict its activity (active/inactive) in a high-throughput screening assay against a specified biological target.. This data is from M1 muscarinic receptor agonist screen with 61,833 compounds. The molecule is O(CCCNc1[nH]c2c(n1)cccc2)CC. The result is 0 (inactive).